Dataset: NCI-60 drug combinations with 297,098 pairs across 59 cell lines. Task: Regression. Given two drug SMILES strings and cell line genomic features, predict the synergy score measuring deviation from expected non-interaction effect. (1) Drug 1: C1CCC(CC1)NC(=O)N(CCCl)N=O. Drug 2: C1C(C(OC1N2C=C(C(=O)NC2=O)F)CO)O. Cell line: MDA-MB-231. Synergy scores: CSS=43.9, Synergy_ZIP=1.41, Synergy_Bliss=3.57, Synergy_Loewe=-20.7, Synergy_HSA=7.72. (2) Drug 2: C1C(C(OC1N2C=NC3=C2NC=NCC3O)CO)O. Synergy scores: CSS=4.49, Synergy_ZIP=-3.11, Synergy_Bliss=-4.26, Synergy_Loewe=-2.40, Synergy_HSA=-2.45. Drug 1: CS(=O)(=O)OCCCCOS(=O)(=O)C. Cell line: M14. (3) Drug 1: CCC1(CC2CC(C3=C(CCN(C2)C1)C4=CC=CC=C4N3)(C5=C(C=C6C(=C5)C78CCN9C7C(C=CC9)(C(C(C8N6C)(C(=O)OC)O)OC(=O)C)CC)OC)C(=O)OC)O.OS(=O)(=O)O. Drug 2: CC(C)NC(=O)C1=CC=C(C=C1)CNNC.Cl. Cell line: CAKI-1. Synergy scores: CSS=15.6, Synergy_ZIP=-5.28, Synergy_Bliss=-5.20, Synergy_Loewe=-35.7, Synergy_HSA=-1.73.